From a dataset of Forward reaction prediction with 1.9M reactions from USPTO patents (1976-2016). Predict the product of the given reaction. Given the reactants [OH:1][C:2]1[C:11]2[C:10]([CH3:13])([CH3:12])[CH2:9][CH2:8][C:7]([CH3:15])([CH3:14])[C:6]=2[CH:5]=[C:4]([CH:16]=[O:17])[CH:3]=1.C(N(CC)CC)C.[F:25][C:26]([F:45])([F:44])[S:27](N(C1C=CC=CC=1)[S:27]([C:26]([F:45])([F:44])[F:25])(=[O:29])=[O:28])(=[O:29])=[O:28].CN(C1C=CC=CN=1)C, predict the reaction product. The product is: [F:25][C:26]([F:45])([F:44])[S:27]([O:1][C:2]1[C:11]2[C:10]([CH3:12])([CH3:13])[CH2:9][CH2:8][C:7]([CH3:15])([CH3:14])[C:6]=2[CH:5]=[C:4]([CH:16]=[O:17])[CH:3]=1)(=[O:29])=[O:28].